Task: Predict the reactants needed to synthesize the given product.. Dataset: Full USPTO retrosynthesis dataset with 1.9M reactions from patents (1976-2016) (1) Given the product [NH2:48][CH2:47][CH2:46][C:43]1[CH:42]=[CH:41][C:40]([S:37]([NH:36][C:30]2[CH:31]=[CH:32][C:33]([O:34][CH3:35])=[C:28]([O:27][CH3:26])[CH:29]=2)(=[O:39])=[O:38])=[CH:45][CH:44]=1, predict the reactants needed to synthesize it. The reactants are: NCCSC1SC(NS(C2C=CC(C3C=CC=CC=3)=CC=2)(=O)=O)=NN=1.[CH3:26][O:27][C:28]1[CH:29]=[C:30]([NH:36][S:37]([C:40]2[CH:45]=[CH:44][C:43]([CH2:46][CH2:47][N:48]3C(=O)C4C(=CC=CC=4)C3=O)=[CH:42][CH:41]=2)(=[O:39])=[O:38])[CH:31]=[CH:32][C:33]=1[O:34][CH3:35]. (2) Given the product [OH:1][CH:2]([C:19]1[CH:24]=[CH:23][CH:22]=[CH:21][N:20]=1)[C:3]1[CH:4]=[C:5]([C:16]([NH:33][CH2:32][C:29]2[CH:30]=[N:31][C:26]([CH3:25])=[CH:27][CH:28]=2)=[O:18])[CH:6]=[C:7]([C:9]2[CH:14]=[CH:13][C:12]([CH3:15])=[CH:11][CH:10]=2)[CH:8]=1, predict the reactants needed to synthesize it. The reactants are: [OH:1][CH:2]([C:19]1[CH:24]=[CH:23][CH:22]=[CH:21][N:20]=1)[C:3]1[CH:4]=[C:5]([C:16]([OH:18])=O)[CH:6]=[C:7]([C:9]2[CH:14]=[CH:13][C:12]([CH3:15])=[CH:11][CH:10]=2)[CH:8]=1.[CH3:25][C:26]1[N:31]=[CH:30][C:29]([CH2:32][NH2:33])=[CH:28][CH:27]=1.F[P-](F)(F)(F)(F)F.C[N+](C)=C(N(C)C)ON1C2N=CC=CC=2N=N1.C(N(CC)C(C)C)(C)C. (3) Given the product [CH3:1][CH2:2][CH2:3][NH+:4]1[C@H:9]([C:10]([NH:12][C:13]2[C:14]([CH3:20])=[CH:15][CH:16]=[CH:17][C:18]=2[CH3:19])=[O:11])[CH2:8][CH2:7][CH2:6][CH2:5]1.[OH2:23].[Cl-:25], predict the reactants needed to synthesize it. The reactants are: [CH3:1][CH2:2][CH2:3][N:4]1[C@H:9]([C:10]([NH:12][C:13]2[C:14]([CH3:20])=[CH:15][CH:16]=[CH:17][C:18]=2[CH3:19])=[O:11])[CH2:8][CH2:7][CH2:6][CH2:5]1.CC(C)=[O:23].[ClH:25]. (4) Given the product [F:19][C:20]1[CH:25]=[C:24]([I:26])[CH:23]=[CH:22][C:21]=1[N:27]1[CH:32]=[C:31]([O:33][CH3:34])[C:30](=[O:35])[C:29]([C:36]([N:3]([O:4][CH3:5])[CH3:2])=[O:38])=[N:28]1, predict the reactants needed to synthesize it. The reactants are: Cl.[CH3:2][NH:3][O:4][CH3:5].CCN(C(C)C)C(C)C.C[Al](C)C.[F:19][C:20]1[CH:25]=[C:24]([I:26])[CH:23]=[CH:22][C:21]=1[N:27]1[CH:32]=[C:31]([O:33][CH3:34])[C:30](=[O:35])[C:29]([C:36]([O:38]C)=O)=[N:28]1. (5) Given the product [CH3:20][C:11]1[C:12]([CH3:19])=[C:13]([N+:16]([O-:18])=[O:17])[CH:14]=[CH:15][C:10]=1[C:1]#[N:2], predict the reactants needed to synthesize it. The reactants are: [C-:1]#[N:2].[K+].FC(F)(F)S(O[C:10]1[CH:15]=[CH:14][C:13]([N+:16]([O-:18])=[O:17])=[C:12]([CH3:19])[C:11]=1[CH3:20])(=O)=O.S([O-])(O)(=O)=O.[K+].O. (6) Given the product [Cl:14][C:15]1[CH:16]=[CH:17][C:18]([OH:23])=[C:19]([CH:22]=1)[CH2:20][N:1]1[C:9]2[CH:8]=[CH:7][CH:6]=[C:5]([C:10]([O:12][CH3:13])=[O:11])[C:4]=2[CH:3]=[CH:2]1, predict the reactants needed to synthesize it. The reactants are: [NH:1]1[C:9]2[CH:8]=[CH:7][CH:6]=[C:5]([C:10]([O:12][CH3:13])=[O:11])[C:4]=2[CH2:3][CH2:2]1.[Cl:14][C:15]1[CH:16]=[CH:17][C:18]([OH:23])=[C:19]([CH:22]=1)[CH:20]=O. (7) Given the product [CH2:1]([O:3][C:4](=[O:19])[CH:5]([NH2:17])[CH2:6][C:7]1[C:15]2[C:10](=[CH:11][CH:12]=[C:13]([Br:16])[CH:14]=2)[NH:9][CH:8]=1)[CH3:2], predict the reactants needed to synthesize it. The reactants are: [CH2:1]([O:3][C:4](=[O:19])[C:5](=[N:17]O)[CH2:6][C:7]1[C:15]2[C:10](=[CH:11][CH:12]=[C:13]([Br:16])[CH:14]=2)[NH:9][CH:8]=1)[CH3:2]. (8) The reactants are: [Br:1][C:2]1[CH:3]=[C:4]([CH:8]=[C:9]([OH:11])[CH:10]=1)[C:5](O)=[O:6].C1[CH2:16][N:15]([P+](Br)(N2CCCC2)N2CCCC2)[CH2:14]C1.F[P-](F)(F)(F)(F)F.C(N(C(C)C)CC)(C)C.Cl.CNC. Given the product [Br:1][C:2]1[CH:3]=[C:4]([CH:8]=[C:9]([OH:11])[CH:10]=1)[C:5]([N:15]([CH3:16])[CH3:14])=[O:6], predict the reactants needed to synthesize it.